This data is from Forward reaction prediction with 1.9M reactions from USPTO patents (1976-2016). The task is: Predict the product of the given reaction. (1) Given the reactants [CH2:1]([N:4]1[CH:8]=[CH:7][CH:6]=[C:5]1[C:9]([OH:11])=O)[CH:2]=[CH2:3].[CH2:12]([C:14]1[CH:15]=[C:16]([CH:18]=[CH:19][CH:20]=1)[NH2:17])[CH3:13].C1N(P(Cl)(N2C(=O)OCC2)=O)C(=O)OC1.C(N(CC)CC)C.S([O-])(O)(=O)=O.[K+], predict the reaction product. The product is: [CH2:1]([N:4]1[CH:8]=[CH:7][CH:6]=[C:5]1[C:9]([NH:17][C:16]1[CH:18]=[CH:19][CH:20]=[C:14]([CH2:12][CH3:13])[CH:15]=1)=[O:11])[CH:2]=[CH2:3]. (2) Given the reactants C([O:8][C:9]1[NH:10][N:11]([CH:26]([CH3:28])[CH3:27])[C:12]([C:16]2[CH:25]=[CH:24][C:19]3[O:20][CH2:21][CH2:22][O:23][C:18]=3[CH:17]=2)(C=O)[CH:13]=1)C1C=CC=CC=1.[CH3:29][O:30][C:31]1[CH:36]=[CH:35][C:34]([Mg]Br)=[CH:33][CH:32]=1.O.O1CCC[CH2:41]1, predict the reaction product. The product is: [CH:26]([N:11]1[C:12]([C:16]2[CH:25]=[CH:24][C:19]3[O:20][CH2:21][CH2:22][O:23][C:18]=3[CH:17]=2)=[C:13]([CH2:41][C:34]2[CH:35]=[CH:36][C:31]([O:30][CH3:29])=[CH:32][CH:33]=2)[C:9](=[O:8])[NH:10]1)([CH3:27])[CH3:28]. (3) Given the reactants C[O-].[Na+].[C:4]1(=[O:13])[C:12]2[CH2:11][CH2:10][CH2:9][CH2:8][C:7]=2[CH2:6][O:5]1.[N:14]1[CH:19]=[CH:18][C:17]([CH:20]=O)=[CH:16][CH:15]=1.C(OCC)(=O)CC, predict the reaction product. The product is: [NH:14]1[CH:19]=[CH:18][C:17](=[C:20]2[C:6](=[O:5])[C:7]3[CH2:8][CH2:9][CH2:10][CH2:11][C:12]=3[C:4]2=[O:13])[CH:16]=[CH:15]1. (4) Given the reactants [C:1]1([S:7]([N:10]2[C:18]3[C:13](=[CH:14][CH:15]=[C:16]([O:19][CH3:20])[CH:17]=3)[C:12]([CH2:21][C:22]3[N:27]=[C:26]([C:28]([O:30]CC4C=CC=CC=4)=[O:29])[CH:25]=[CH:24][CH:23]=3)=[C:11]2[C:38]2[CH:43]=[CH:42][CH:41]=[CH:40][CH:39]=2)(=[O:9])=[O:8])[CH:6]=[CH:5][CH:4]=[CH:3][CH:2]=1, predict the reaction product. The product is: [C:1]1([S:7]([N:10]2[C:18]3[C:13](=[CH:14][CH:15]=[C:16]([O:19][CH3:20])[CH:17]=3)[C:12]([CH2:21][C:22]3[N:27]=[C:26]([C:28]([OH:30])=[O:29])[CH:25]=[CH:24][CH:23]=3)=[C:11]2[C:38]2[CH:43]=[CH:42][CH:41]=[CH:40][CH:39]=2)(=[O:9])=[O:8])[CH:2]=[CH:3][CH:4]=[CH:5][CH:6]=1. (5) The product is: [C:10]([O:13][C:14](=[O:15])[NH:1][C:2]1[CH:7]=[CH:6][N:5]=[CH:4][C:3]=1[CH3:8])([CH3:12])([CH3:11])[CH3:9]. Given the reactants [NH2:1][C:2]1[CH:7]=[CH:6][N:5]=[CH:4][C:3]=1[CH3:8].[CH3:9][C:10]([O:13][C:14](O[C:14]([O:13][C:10]([CH3:12])([CH3:11])[CH3:9])=[O:15])=[O:15])([CH3:12])[CH3:11], predict the reaction product. (6) Given the reactants C(OP([CH2:9][C:10]#[N:11])(=O)OCC)C.C[Si]([N-][Si](C)(C)C)(C)C.[Li+].[CH2:22]([O:24][C:25]1[CH:26]=[C:27]([C:33]([C:35]2[CH:40]=[CH:39][C:38]([O:41][CH3:42])=[C:37]([O:43][CH2:44][CH3:45])[CH:36]=2)=O)[CH:28]=[CH:29][C:30]=1[O:31][CH3:32])[CH3:23].O, predict the reaction product. The product is: [CH2:44]([O:43][C:37]1[CH:36]=[C:35]([C:33]([C:27]2[CH:28]=[CH:29][C:30]([O:31][CH3:32])=[C:25]([O:24][CH2:22][CH3:23])[CH:26]=2)=[CH:9][C:10]#[N:11])[CH:40]=[CH:39][C:38]=1[O:41][CH3:42])[CH3:45].